The task is: Regression/Classification. Given a drug SMILES string, predict its toxicity properties. Task type varies by dataset: regression for continuous values (e.g., LD50, hERG inhibition percentage) or binary classification for toxic/non-toxic outcomes (e.g., AMES mutagenicity, cardiotoxicity, hepatotoxicity). Dataset: herg_karim.. This data is from hERG potassium channel inhibition data for cardiac toxicity prediction from Karim et al.. (1) The molecule is COc1cnc2ncc(=O)n(CCN3CCC(NCc4cnc(C)c(C#N)c4)CC3)c2c1. The result is 0 (non-blocker). (2) The molecule is CC(C)(C[C@@](O)(Cc1cc2ccncc2[nH]1)C(F)(F)F)c1cc(F)ccc1O. The result is 1 (blocker). (3) The drug is N#Cc1ccc(OCCN2CC3CN(CCNS(=O)(=O)c4ccccc4C#N)CC(C2)O3)cc1. The result is 0 (non-blocker). (4) The drug is COCCN1CCC[C@H]1Cn1nc(Cc2ccc(Cl)cc2)c2ccccc2c1=O. The result is 1 (blocker).